This data is from Forward reaction prediction with 1.9M reactions from USPTO patents (1976-2016). The task is: Predict the product of the given reaction. (1) Given the reactants [F:1][C:2]1[CH:3]=[C:4]([C:9]2[CH:14]=[C:13]([C:15]([F:18])([F:17])[F:16])[N:12]=[C:11]([N:19]3[CH:23]=[C:22](I)[N:21]=[CH:20]3)[N:10]=2)[CH:5]=[CH:6][C:7]=1[F:8].[NH2:25][C:26]1[CH:31]=[CH:30][C:29](B2OC(C)(C)C(C)(C)O2)=[CH:28][N:27]=1, predict the reaction product. The product is: [F:1][C:2]1[CH:3]=[C:4]([C:9]2[CH:14]=[C:13]([C:15]([F:18])([F:17])[F:16])[N:12]=[C:11]([N:19]3[CH:23]=[C:22]([C:29]4[CH:30]=[CH:31][C:26]([NH2:25])=[N:27][CH:28]=4)[N:21]=[CH:20]3)[N:10]=2)[CH:5]=[CH:6][C:7]=1[F:8]. (2) Given the reactants [C:1]([O:5][C:6]([N:8]1[CH2:11][C:10]([C:13](=NN)[CH3:14])([CH3:12])[CH2:9]1)=[O:7])([CH3:4])([CH3:3])[CH3:2].C(N(CC)CC)C.[I:24]I, predict the reaction product. The product is: [C:1]([O:5][C:6]([N:8]1[CH2:11][C:10]([C:13]([I:24])=[CH2:14])([CH3:12])[CH2:9]1)=[O:7])([CH3:4])([CH3:3])[CH3:2]. (3) Given the reactants [NH2:1][C:2]1[CH:3]=[C:4]([C:8]2[N:13]3[N:14]=[CH:15][C:16]([C:17]([C:19]4[S:20][CH:21]=[CH:22][CH:23]=4)=[O:18])=[C:12]3[N:11]=[CH:10][CH:9]=2)[CH:5]=[CH:6][CH:7]=1.[N:24]1[CH:29]=[CH:28][C:27]([CH2:30][CH2:31][C:32](O)=[O:33])=[CH:26][CH:25]=1, predict the reaction product. The product is: [N:24]1[CH:29]=[CH:28][C:27]([CH2:30][CH2:31][C:32]([NH:1][C:2]2[CH:7]=[CH:6][CH:5]=[C:4]([C:8]3[N:13]4[N:14]=[CH:15][C:16]([C:17]([C:19]5[S:20][CH:21]=[CH:22][CH:23]=5)=[O:18])=[C:12]4[N:11]=[CH:10][CH:9]=3)[CH:3]=2)=[O:33])=[CH:26][CH:25]=1. (4) Given the reactants O[CH2:2][CH2:3][N:4]([C:18]([C:20]1[NH:24][C:23]([CH3:25])=[N:22][CH:21]=1)=[O:19])[CH:5]1[CH2:10][CH2:9][N:8]([C:11]([O:13][C:14]([CH3:17])([CH3:16])[CH3:15])=[O:12])[CH2:7][CH2:6]1.C(N(CC)CC)C.CS(Cl)(=O)=O.C(Cl)(Cl)Cl, predict the reaction product. The product is: [CH3:25][C:23]1[N:24]2[CH2:2][CH2:3][N:4]([CH:5]3[CH2:6][CH2:7][N:8]([C:11]([O:13][C:14]([CH3:17])([CH3:15])[CH3:16])=[O:12])[CH2:9][CH2:10]3)[C:18](=[O:19])[C:20]2=[CH:21][N:22]=1.